From a dataset of Catalyst prediction with 721,799 reactions and 888 catalyst types from USPTO. Predict which catalyst facilitates the given reaction. (1) Reactant: C(N(CC)CC)C.[N:8]([C:11]1[CH:16]=[CH:15][N:14]=[CH:13][C:12]=1[CH:17]=O)=[N+:9]=[N-:10].[Cl:19][C:20]1[CH:26]=[C:25]([S:27]([CH3:30])(=[O:29])=[O:28])[CH:24]=[C:23]([Cl:31])[C:21]=1[NH2:22]. Product: [N:8]([C:11]1[CH:16]=[CH:15][N:14]=[CH:13][C:12]=1/[CH:17]=[N:22]/[C:21]1[C:20]([Cl:19])=[CH:26][C:25]([S:27]([CH3:30])(=[O:29])=[O:28])=[CH:24][C:23]=1[Cl:31])=[N+:9]=[N-:10]. The catalyst class is: 642. (2) Reactant: [OH:1][C:2]1[CH:9]=[C:8]([O:10][CH3:11])[CH:7]=[CH:6][C:3]=1[CH:4]=[O:5].[Br:12]Br. Product: [Br:12][C:7]1[C:8]([O:10][CH3:11])=[CH:9][C:2]([OH:1])=[C:3]([CH:6]=1)[CH:4]=[O:5]. The catalyst class is: 317.